Dataset: Reaction yield outcomes from USPTO patents with 853,638 reactions. Task: Predict the reaction yield, written as a fraction of the theoretical maximum amount of product (1.0 means a 100% yield; for example, 0.34 means a 34% yield). (1) The reactants are [Cl:1][C:2]1[N:11]=[CH:10][C:9]2[C:4](=[CH:5][CH:6]=[C:7]([OH:12])[CH:8]=2)[N:3]=1.[Br:13]N1C(=O)CCC1=O. The catalyst is C(Cl)(Cl)Cl. The product is [Cl:1][C:2]1[N:11]=[CH:10][C:9]2[C:4](=[CH:5][CH:6]=[C:7]([OH:12])[C:8]=2[Br:13])[N:3]=1. The yield is 1.00. (2) The reactants are [NH2:1][C:2]1[CH:7]=[CH:6][C:5]([CH2:8][S:9]([NH:12][CH3:13])(=[O:11])=[O:10])=[CH:4][C:3]=1I.[Si:15]([O:22][CH2:23][CH2:24][CH2:25][C:26]#[C:27][Si:28]([CH3:31])([CH3:30])[CH3:29])([C:18]([CH3:21])([CH3:20])[CH3:19])([CH3:17])[CH3:16].C(=O)([O-])[O-].[Na+].[Na+]. The catalyst is CN(C)C=O.[Cl-].C([N+](CCCC)(CCCC)CCCC)CCC.C([O-])(=O)C.[Pd+2].C([O-])(=O)C.C1(P(C2C=CC=CC=2)C2C=CC=CC=2)C=CC=CC=1. The product is [Si:15]([O:22][CH2:23][CH2:24][CH2:25][C:26]1[C:3]2[C:2](=[CH:7][CH:6]=[C:5]([CH2:8][S:9]([NH:12][CH3:13])(=[O:11])=[O:10])[CH:4]=2)[NH:1][C:27]=1[Si:28]([CH3:29])([CH3:30])[CH3:31])([C:18]([CH3:21])([CH3:20])[CH3:19])([CH3:17])[CH3:16]. The yield is 0.880. (3) The reactants are [C:1]([C:3]1[CH:4]=[CH:5][C:6]([N:22]2[CH2:27][CH2:26][C@@H:25]([OH:28])[C@H:24]([NH:29][C:30]([C:32]3[S:33][CH:34]=[CH:35][N:36]=3)=[O:31])[CH2:23]2)=[C:7]2[C:11]=1[NH:10][C:9]([C:12]1[CH2:13][CH2:14][N:15]([S:18]([CH3:21])(=[O:20])=[O:19])[CH2:16][CH:17]=1)=[CH:8]2)#[N:2].CC[OH:39].[OH-].[K+].O. The catalyst is CS(C)=O.OO. The product is [C:1]([C:3]1[CH:4]=[CH:5][C:6]([N:22]2[CH2:27][CH2:26][C@@H:25]([OH:28])[C@H:24]([NH:29][C:30]([C:32]3[S:33][CH:34]=[CH:35][N:36]=3)=[O:31])[CH2:23]2)=[C:7]2[C:11]=1[NH:10][C:9]([C:12]1[CH2:13][CH2:14][N:15]([S:18]([CH3:21])(=[O:20])=[O:19])[CH2:16][CH:17]=1)=[CH:8]2)(=[O:39])[NH2:2]. The yield is 0.400. (4) The reactants are [Br:1][C:2]1[CH:7]=[CH:6][C:5]([NH:8][C:9]2[C:23]([CH:24]3O[CH:27]=[N:26][CH:25]3S(C3C=CC(C)=CC=3)(=O)=O)=[CH:22][C:12]3[N:13](CCS(C)(=O)=O)[CH:14]=[N:15][C:11]=3[C:10]=2[F:39])=[C:4]([Cl:40])[CH:3]=1.[NH3:41]. The catalyst is CO. The product is [Br:1][C:2]1[CH:7]=[CH:6][C:5]([NH:8][C:9]2[C:23]([C:24]3[NH:41][CH:27]=[N:26][CH:25]=3)=[CH:22][C:12]3[NH:13][CH:14]=[N:15][C:11]=3[C:10]=2[F:39])=[C:4]([Cl:40])[CH:3]=1. The yield is 0.0700. (5) The yield is 0.896. The reactants are N[C@@H:2]([C:7]([OH:9])=[O:8])[C:3]([SH:6])([CH3:5])[CH3:4].[OH-].[Na+].Br[CH2:13][CH2:14][OH:15].C(=O)([O-])[O-].[Na+].[Na+]. The product is [OH:15][CH2:14][CH2:13][S:6][C:3]([CH3:5])([CH3:4])[CH2:2][C:7]([OH:9])=[O:8]. The catalyst is CO.CN(C=O)C.